This data is from Catalyst prediction with 721,799 reactions and 888 catalyst types from USPTO. The task is: Predict which catalyst facilitates the given reaction. (1) Reactant: [CH3:1][O:2][C:3]1[CH:8]=[CH:7][C:6]([C:9]2[N:10]=[C:11]([CH:22]3[CH2:27][CH2:26][N:25]([C:28](=[O:32])[N:29]([OH:31])[CH3:30])[CH2:24][CH2:23]3)[O:12][C:13]=2[C:14]2[CH:19]=[CH:18][C:17]([O:20][CH3:21])=[CH:16][CH:15]=2)=[CH:5][CH:4]=1.C(N(CC)CC)C.Cl[C:41]([O:43][CH3:44])=[O:42]. Product: [CH3:1][O:2][C:3]1[CH:8]=[CH:7][C:6]([C:9]2[N:10]=[C:11]([CH:22]3[CH2:23][CH2:24][N:25]([C:28](=[O:32])[N:29]([O:31][C:41]([O:43][CH3:44])=[O:42])[CH3:30])[CH2:26][CH2:27]3)[O:12][C:13]=2[C:14]2[CH:15]=[CH:16][C:17]([O:20][CH3:21])=[CH:18][CH:19]=2)=[CH:5][CH:4]=1. The catalyst class is: 4. (2) Reactant: [CH2:1]([O:8][C:9]1[C:18]2[C:13](=[CH:14][CH:15]=[CH:16][CH:17]=2)[N+:12]([O-])=[C:11]([CH3:20])[C:10]=1[CH3:21])[C:2]1[CH:7]=[CH:6][CH:5]=[CH:4][CH:3]=1.C(=O)([O-])[O-:23].[K+].[K+].[C:28]1([CH3:38])[CH:33]=[CH:32][C:31]([S:34](Cl)(=[O:36])=[O:35])=[CH:30][CH:29]=1. Product: [CH2:1]([O:8][C:9]1[C:18]2[C:13](=[CH:14][CH:15]=[CH:16][CH:17]=2)[N:12]=[C:11]([CH2:20][O:35][S:34]([C:31]2[CH:32]=[CH:33][C:28]([CH3:38])=[CH:29][CH:30]=2)(=[O:23])=[O:36])[C:10]=1[CH3:21])[C:2]1[CH:7]=[CH:6][CH:5]=[CH:4][CH:3]=1. The catalyst class is: 10. (3) Reactant: [C:1]([O:5][C:6]([N:8]1[CH2:13][CH:12]2[C:10]([C:14]3[CH:19]=[CH:18][C:17]([N:20]4[CH2:24][C@H:23]([CH2:25][NH:26][C:27]([O:29][CH3:30])=[O:28])[O:22][C:21]4=[O:31])=[CH:16][CH:15]=3)([CH2:11]2)[CH2:9]1)=[O:7])(C)(C)C.Cl. Product: [CH3:1][O:5][C:6]([N:8]1[CH2:13][CH:12]2[C:10]([C:14]3[CH:19]=[CH:18][C:17]([N:20]4[CH2:24][C@H:23]([CH2:25][NH:26][C:27]([O:29][CH3:30])=[O:28])[O:22][C:21]4=[O:31])=[CH:16][CH:15]=3)([CH2:11]2)[CH2:9]1)=[O:7]. The catalyst class is: 27.